This data is from Catalyst prediction with 721,799 reactions and 888 catalyst types from USPTO. The task is: Predict which catalyst facilitates the given reaction. (1) Reactant: Cl.[CH:2]1([CH2:5][O:6][C:7]2[CH:8]=[CH:9][C:10]3[C:14]([CH:15]=2)=[N:13][N:12]([C:16]2[CH:26]=[CH:25][C:19]([O:20][CH2:21][C@@H:22]([NH2:24])[CH3:23])=[CH:18][CH:17]=2)[CH:11]=3)[CH2:4][CH2:3]1.[CH3:27][N:28]([CH3:32])[C:29](Cl)=[O:30].C(N(CC)CC)C. Product: [CH:2]1([CH2:5][O:6][C:7]2[CH:8]=[CH:9][C:10]3[C:14]([CH:15]=2)=[N:13][N:12]([C:16]2[CH:26]=[CH:25][C:19]([O:20][CH2:21][C@@H:22]([NH:24][C:29](=[O:30])[N:28]([CH3:32])[CH3:27])[CH3:23])=[CH:18][CH:17]=2)[CH:11]=3)[CH2:4][CH2:3]1. The catalyst class is: 1. (2) Reactant: [F:1][C:2]([F:13])([F:12])[C:3]1[CH:4]=[C:5]([N:9]=[C:10]=[O:11])[CH:6]=[CH:7][CH:8]=1.[NH3:14].C(O[CH:18]=[C:19]([C:25]([O:27]CC)=O)[C:20]([O:22]CC)=[O:21])C.[O-]CC.[Na+]. Product: [O:11]=[C:10]1[N:9]([C:5]2[CH:6]=[CH:7][CH:8]=[C:3]([C:2]([F:12])([F:13])[F:1])[CH:4]=2)[C:25](=[O:27])[C:19]([C:20]([OH:22])=[O:21])=[CH:18][NH:14]1. The catalyst class is: 47. (3) Reactant: [F:1][C:2]1[CH:8]=[C:7]([B:9]2[O:13][C:12]([CH3:15])([CH3:14])[C:11]([CH3:17])([CH3:16])[O:10]2)[CH:6]=[CH:5][C:3]=1[NH2:4].C(N(CC)CC)C.[NH2:25][CH2:26][C:27]1[CH:28]=[CH:29][C:30]([N:33]([C:41]([O:43][C:44]([CH3:47])([CH3:46])[CH3:45])=[O:42])[C:34]([O:36][C:37]([CH3:40])([CH3:39])[CH3:38])=[O:35])=[N:31][CH:32]=1.C1C[O:51][CH2:50]C1. Product: [C:37]([O:36][C:34]([N:33]([C:30]1[CH:29]=[CH:28][C:27]([CH2:26][NH:25][C:50](=[O:51])[NH:4][C:3]2[CH:5]=[CH:6][C:7]([B:9]3[O:13][C:12]([CH3:15])([CH3:14])[C:11]([CH3:17])([CH3:16])[O:10]3)=[CH:8][C:2]=2[F:1])=[CH:32][N:31]=1)[C:41]([O:43][C:44]([CH3:47])([CH3:46])[CH3:45])=[O:42])=[O:35])([CH3:40])([CH3:39])[CH3:38]. The catalyst class is: 277.